From a dataset of Reaction yield outcomes from USPTO patents with 853,638 reactions. Predict the reaction yield, written as a fraction of the theoretical maximum amount of product (1.0 means a 100% yield; for example, 0.34 means a 34% yield). (1) The reactants are [C:1]([O:5][C:6]([NH:8][CH2:9][CH2:10][CH:11]1[CH2:16][CH2:15][CH2:14][NH:13][CH2:12]1)=[O:7])([CH3:4])([CH3:3])[CH3:2].C[Si]([N:21]=[C:22]=[O:23])(C)C. The catalyst is ClCCl. The product is [C:1]([O:5][C:6]([NH:8][CH2:9][CH2:10][CH:11]1[CH2:16][CH2:15][CH2:14][N:13]([C:22]([NH2:21])=[O:23])[CH2:12]1)=[O:7])([CH3:4])([CH3:2])[CH3:3]. The yield is 0.700. (2) The reactants are [F:1][C:2]([C:5]1[CH:10]=[C:9]([CH3:11])[CH:8]=[CH:7][N:6]=1)([F:4])[CH3:3].[O-:12][Mn](=O)(=O)=O.[K+].[OH2:18]. No catalyst specified. The product is [F:4][C:2]([C:5]1[CH:10]=[C:9]([CH:8]=[CH:7][N:6]=1)[C:11]([OH:12])=[O:18])([F:1])[CH3:3]. The yield is 0.120.